From a dataset of Retrosynthesis with 50K atom-mapped reactions and 10 reaction types from USPTO. Predict the reactants needed to synthesize the given product. (1) Given the product O=C(c1ccc(Cl)cc1)c1ccc2[nH]c(=O)cc(-n3ccnc3)c2c1, predict the reactants needed to synthesize it. The reactants are: O=C(c1ccc(Cl)cc1)c1ccc2[nH]c(=O)cc(Cl)c2c1.c1c[nH]cn1. (2) Given the product CCCCCCOCCCCCCCCC#CCCCC(=O)O, predict the reactants needed to synthesize it. The reactants are: CCCCCCOCCCCCCCCC#CCCCC(=O)OC. (3) Given the product CCC(N)c1ccncn1, predict the reactants needed to synthesize it. The reactants are: CCC(c1ccncn1)N1C(=O)c2ccccc2C1=O. (4) Given the product CCN(CC)CCOc1ccc(-c2oc3ccccc3c2C(=O)c2cc(C)c(OC)c(C)c2)cc1, predict the reactants needed to synthesize it. The reactants are: CCNCC.COc1c(C)cc(C(=O)c2c(-c3ccc(OCCBr)cc3)oc3ccccc23)cc1C. (5) Given the product Cc1cc(C2CC2)cnc1N1CCN(C(=O)c2ccc(N3CCNC3=O)nn2)CC1, predict the reactants needed to synthesize it. The reactants are: CC(=O)N1CCN(c2ccc(C(=O)N3CCN(c4ncc(C5CC5)cc4C)CC3)nn2)C1=O. (6) Given the product CCCc1cc(-c2nc3c(s2)CCCC3)ccc1O, predict the reactants needed to synthesize it. The reactants are: CCCc1cc(C(N)=S)ccc1O.O=C1CCCCC1Cl.